This data is from Peptide-MHC class I binding affinity with 185,985 pairs from IEDB/IMGT. The task is: Regression. Given a peptide amino acid sequence and an MHC pseudo amino acid sequence, predict their binding affinity value. This is MHC class I binding data. The peptide sequence is SLVNGVVRL. The MHC is HLA-A69:01 with pseudo-sequence HLA-A69:01. The binding affinity (normalized) is 0.408.